This data is from Forward reaction prediction with 1.9M reactions from USPTO patents (1976-2016). The task is: Predict the product of the given reaction. (1) Given the reactants [NH2:1][C:2]1[C:3]([F:20])=[C:4]([C:8]([C:10]2[C:18]3[C:13](=[N:14][CH:15]=[C:16]([Br:19])[CH:17]=3)[NH:12][CH:11]=2)=[O:9])[CH:5]=[CH:6][CH:7]=1.N1C=CC=CC=1.[F:27][C:28]1[CH:33]=[CH:32][CH:31]=[CH:30][C:29]=1[S:34](Cl)(=[O:36])=[O:35].Cl, predict the reaction product. The product is: [Br:19][C:16]1[CH:17]=[C:18]2[C:10]([C:8]([C:4]3[C:3]([F:20])=[C:2]([NH:1][S:34]([C:29]4[CH:30]=[CH:31][CH:32]=[CH:33][C:28]=4[F:27])(=[O:36])=[O:35])[CH:7]=[CH:6][CH:5]=3)=[O:9])=[CH:11][NH:12][C:13]2=[N:14][CH:15]=1. (2) Given the reactants [F:1][C:2]1[CH:3]=[C:4]([SH:8])[CH:5]=[CH:6][CH:7]=1.Cl[C:10]1[C:19]2[C:14](=[CH:15][CH:16]=[CH:17][CH:18]=2)[CH:13]=[C:12]([NH:20][C:21]2[CH:25]=[C:24]([CH3:26])[NH:23][N:22]=2)[N:11]=1, predict the reaction product. The product is: [F:1][C:2]1[CH:3]=[C:4]([S:8][C:10]2[C:19]3[C:14](=[CH:15][CH:16]=[CH:17][CH:18]=3)[CH:13]=[C:12]([NH:20][C:21]3[CH:25]=[C:24]([CH3:26])[NH:23][N:22]=3)[N:11]=2)[CH:5]=[CH:6][CH:7]=1. (3) Given the reactants [NH2:1][C:2]1[N:6]([CH:7]2[CH2:12][CH2:11][CH2:10][CH2:9][CH2:8]2)[N:5]=[C:4]([C:13]2[CH:18]=[CH:17][C:16]([O:19][C:20]3[CH:25]=[CH:24][CH:23]=[CH:22][CH:21]=3)=[CH:15][CH:14]=2)[C:3]=1[C:26]#[N:27].C([O-])([O-])=[O:29].[K+].[K+].OO.O, predict the reaction product. The product is: [NH2:1][C:2]1[N:6]([CH:7]2[CH2:12][CH2:11][CH2:10][CH2:9][CH2:8]2)[N:5]=[C:4]([C:13]2[CH:18]=[CH:17][C:16]([O:19][C:20]3[CH:25]=[CH:24][CH:23]=[CH:22][CH:21]=3)=[CH:15][CH:14]=2)[C:3]=1[C:26]([NH2:27])=[O:29]. (4) The product is: [F:21][CH:22]([F:32])[O:23][C:24]1[CH:31]=[CH:30][CH:29]=[CH:28][C:25]=1[CH2:26][N:9]1[C@H:8]([C:3]2[C:2]([CH3:1])=[CH:7][CH:6]=[CH:5][N:4]=2)[CH2:13][CH2:12][CH2:11][C@@H:10]1[C:14]1[C:19]([CH3:20])=[CH:18][CH:17]=[CH:16][N:15]=1. Given the reactants [CH3:1][C:2]1[C:3]([C@H:8]2[CH2:13][CH2:12][CH2:11][C@@H:10]([C:14]3[C:19]([CH3:20])=[CH:18][CH:17]=[CH:16][N:15]=3)[NH:9]2)=[N:4][CH:5]=[CH:6][CH:7]=1.[F:21][CH:22]([F:32])[O:23][C:24]1[CH:31]=[CH:30][CH:29]=[CH:28][C:25]=1[CH2:26]Br.CCN(C(C)C)C(C)C, predict the reaction product. (5) Given the reactants [Cl:1][C:2]1[C:3]([O:20][CH2:21][C:22]2[CH:27]=[CH:26][CH:25]=[C:24]([C:28]3[CH:37]=[CH:36][C:31]4[O:32][CH2:33][CH2:34][O:35][C:30]=4[CH:29]=3)[C:23]=2[CH3:38])=[CH:4][C:5]([O:10][CH2:11][C:12]2[CH:17]=[CH:16][N:15]=[C:14]([O:18][CH3:19])[CH:13]=2)=[C:6]([CH:9]=1)[CH:7]=O.[NH:39]1[CH2:44][CH2:43][CH2:42][CH2:41][C@H:40]1[C:45]([OH:47])=[O:46], predict the reaction product. The product is: [Cl:1][C:2]1[C:3]([O:20][CH2:21][C:22]2[CH:27]=[CH:26][CH:25]=[C:24]([C:28]3[CH:37]=[CH:36][C:31]4[O:32][CH2:33][CH2:34][O:35][C:30]=4[CH:29]=3)[C:23]=2[CH3:38])=[CH:4][C:5]([O:10][CH2:11][C:12]2[CH:17]=[CH:16][N:15]=[C:14]([O:18][CH3:19])[CH:13]=2)=[C:6]([CH:9]=1)[CH2:7][N:39]1[CH2:44][CH2:43][CH2:42][CH2:41][C@H:40]1[C:45]([OH:47])=[O:46]. (6) The product is: [ClH:19].[Cl:19][C:20]1[CH:21]=[C:22]2[C:27](=[CH:28][CH:29]=1)[CH:26]=[C:25]([S:30]([N:33]1[CH2:34][CH2:35][N:36]([C:6](=[O:8])[C:5]3[CH:9]=[CH:10][C:11]([C:12]4[CH:17]=[CH:16][N:15]=[CH:14][CH:13]=4)=[C:3]([O:2][CH3:1])[CH:4]=3)[CH2:37][CH2:38]1)(=[O:31])=[O:32])[CH:24]=[CH:23]2. Given the reactants [CH3:1][O:2][C:3]1[CH:4]=[C:5]([CH:9]=[CH:10][C:11]=1[C:12]1[CH:17]=[CH:16][N:15]=[CH:14][CH:13]=1)[C:6]([OH:8])=O.Cl.[Cl:19][C:20]1[CH:21]=[C:22]2[C:27](=[CH:28][CH:29]=1)[CH:26]=[C:25]([S:30]([N:33]1[CH2:38][CH2:37][NH:36][CH2:35][CH2:34]1)(=[O:32])=[O:31])[CH:24]=[CH:23]2, predict the reaction product.